Dataset: Forward reaction prediction with 1.9M reactions from USPTO patents (1976-2016). Task: Predict the product of the given reaction. (1) Given the reactants [CH3:1][C:2]1[CH:11]=[CH:10][CH:9]=[CH:8][C:3]=1[C:4]([O:6][CH3:7])=[O:5].[Br:12]N1C(=O)CCC1=O, predict the reaction product. The product is: [Br:12][CH2:1][C:2]1[CH:11]=[CH:10][CH:9]=[CH:8][C:3]=1[C:4]([O:6][CH3:7])=[O:5]. (2) Given the reactants CO[C:3]([C:5]1[N:6]=[C:7]([CH3:23])[C:8]2[C:13]([C:14]=1[OH:15])=[CH:12][CH:11]=[C:10]([O:16][C:17]1[CH:22]=[CH:21][CH:20]=[CH:19][CH:18]=1)[CH:9]=2)=[O:4].[NH2:24][CH2:25][CH2:26][C:27]([OH:29])=[O:28].C[O-].[Na+].CO, predict the reaction product. The product is: [OH:15][C:14]1[C:13]2[C:8](=[CH:9][C:10]([O:16][C:17]3[CH:18]=[CH:19][CH:20]=[CH:21][CH:22]=3)=[CH:11][CH:12]=2)[C:7]([CH3:23])=[N:6][C:5]=1[C:3]([NH:24][CH2:25][CH2:26][C:27]([OH:29])=[O:28])=[O:4]. (3) Given the reactants [CH3:1][O:2][C:3]1[CH:4]=[C:5]2[C:8](=[CH:9][C:10]=1[O:11][CH3:12])[C@H:7]([C:13]([O:15][CH3:16])=[O:14])[CH2:6]2.C1(C2CCCCCCCCCC=2)CCCCCCCCNN=1, predict the reaction product. The product is: [CH3:1][O:2][C:3]1[CH:4]=[C:5]2[C:8](=[CH:9][C:10]=1[O:11][CH3:12])[CH:7]([C:13]([O:15][CH3:16])=[O:14])[CH2:6]2. (4) Given the reactants [CH2:1]1[CH2:5][N:4]([P+](ON2N=NC3C=CC=CC2=3)([N:4]2[CH2:5][CH2:1][CH2:2][CH2:3]2)[N:4]2[CH2:5][CH2:1][CH2:2][CH2:3]2)[CH2:3][CH2:2]1.F[P-](F)(F)(F)(F)F.[C:34]([C:37]1[CH:38]=[C:39]2[C:43](=[CH:44][CH:45]=1)[NH:42][C:41](=[O:46])[CH2:40]2)([OH:36])=O.N1CCCC1.C(N(CC)CC)C, predict the reaction product. The product is: [N:4]1([C:34]([C:37]2[CH:38]=[C:39]3[C:43](=[CH:44][CH:45]=2)[NH:42][C:41](=[O:46])[CH2:40]3)=[O:36])[CH2:5][CH2:1][CH2:2][CH2:3]1. (5) Given the reactants [Cl:1][C:2]1[N:7]=[CH:6][C:5]([CH2:8][N:9]([CH2:17][CH3:18])[C:10]([NH:15][CH3:16])=[CH:11][N+:12]([O-:14])=[O:13])=[CH:4][CH:3]=1.[CH:19](=[O:24])[CH2:20][CH2:21][CH:22]=O.Cl, predict the reaction product. The product is: [Cl:1][C:2]1[N:7]=[CH:6][C:5]([CH2:8][N:9]([CH2:17][CH3:18])[C:10]2[N:15]([CH3:16])[CH:22]3[O:24][CH:19]([C:11]=2[N+:12]([O-:14])=[O:13])[CH2:20][CH2:21]3)=[CH:4][CH:3]=1. (6) The product is: [OH:36][C:33]1([C:7]2[C:2]([F:1])=[CH:3][C:4]([NH:9][C:10](=[O:16])[O:11][CH2:12][CH:13]([CH3:14])[CH3:15])=[CH:5][C:6]=2[F:8])[CH2:34][CH2:35][S:30][CH2:31][CH2:32]1. Given the reactants [F:1][C:2]1[CH:3]=[C:4]([NH:9][C:10](=[O:16])[O:11][CH2:12][CH:13]([CH3:15])[CH3:14])[CH:5]=[C:6]([F:8])[CH:7]=1.CN(C)CCN(C)C.C([Li])CCC.[S:30]1[CH2:35][CH2:34][C:33](=[O:36])[CH2:32][CH2:31]1, predict the reaction product.